Dataset: Peptide-MHC class II binding affinity with 134,281 pairs from IEDB. Task: Regression. Given a peptide amino acid sequence and an MHC pseudo amino acid sequence, predict their binding affinity value. This is MHC class II binding data. (1) The peptide sequence is LLEFAVVLELAILSI. The MHC is DRB1_1602 with pseudo-sequence DRB1_1602. The binding affinity (normalized) is 0.185. (2) The peptide sequence is AAATAGTTVYGAFRA. The MHC is HLA-DQA10102-DQB10602 with pseudo-sequence HLA-DQA10102-DQB10602. The binding affinity (normalized) is 0.786. (3) The peptide sequence is DFDGRSEFAYGSFVR. The MHC is HLA-DQA10101-DQB10501 with pseudo-sequence HLA-DQA10101-DQB10501. The binding affinity (normalized) is 0.144. (4) The binding affinity (normalized) is 0.435. The peptide sequence is KLIEDINVGFKAAVA. The MHC is HLA-DQA10301-DQB10302 with pseudo-sequence HLA-DQA10301-DQB10302. (5) The peptide sequence is KKWNSITVMPLLCGIGC. The MHC is HLA-DQA10201-DQB10402 with pseudo-sequence HLA-DQA10201-DQB10402. The binding affinity (normalized) is 0.601. (6) The peptide sequence is SQDLFLSWNLNGLQAY. The MHC is DRB1_1302 with pseudo-sequence DRB1_1302. The binding affinity (normalized) is 0.579. (7) The peptide sequence is TQLVLSSMVNPLVLS. The MHC is DRB1_1101 with pseudo-sequence DRB1_1101. The binding affinity (normalized) is 0.296.